This data is from Peptide-MHC class II binding affinity with 134,281 pairs from IEDB. The task is: Regression. Given a peptide amino acid sequence and an MHC pseudo amino acid sequence, predict their binding affinity value. This is MHC class II binding data. (1) The peptide sequence is KRWIKMSILNTAGSG. The MHC is HLA-DPA10201-DPB11401 with pseudo-sequence HLA-DPA10201-DPB11401. The binding affinity (normalized) is 0.577. (2) The peptide sequence is TDISEMGANFKADRV. The MHC is DRB1_0301 with pseudo-sequence DRB1_0301. The binding affinity (normalized) is 0.431. (3) The peptide sequence is EKKYFAAIQFEPLAA. The MHC is HLA-DQA10501-DQB10301 with pseudo-sequence HLA-DQA10501-DQB10301. The binding affinity (normalized) is 0.262. (4) The peptide sequence is VLAALFAGAWCVPKV. The MHC is DRB1_0802 with pseudo-sequence DRB1_0802. The binding affinity (normalized) is 0.114. (5) The peptide sequence is QDEKDYIDAYVSR. The MHC is HLA-DPA10201-DPB10501 with pseudo-sequence HLA-DPA10201-DPB10501. The binding affinity (normalized) is 0.0298. (6) The peptide sequence is YKYVKQNTLKLATHHHHHH. The MHC is DRB1_0101 with pseudo-sequence DRB1_0101. The binding affinity (normalized) is 0.728. (7) The peptide sequence is RGLLRRARGGPHHRR. The MHC is HLA-DQA10501-DQB10301 with pseudo-sequence HLA-DQA10501-DQB10301. The binding affinity (normalized) is 0.0593. (8) The peptide sequence is QAVMEMTYKNKVVKV. The MHC is DRB1_0901 with pseudo-sequence DRB1_0901. The binding affinity (normalized) is 0.524. (9) The peptide sequence is QVAKAGLKTNDRKWC. The MHC is HLA-DQA10501-DQB10303 with pseudo-sequence HLA-DQA10501-DQB10303. The binding affinity (normalized) is 0.393.